Dataset: NCI-60 drug combinations with 297,098 pairs across 59 cell lines. Task: Regression. Given two drug SMILES strings and cell line genomic features, predict the synergy score measuring deviation from expected non-interaction effect. (1) Drug 1: CN1C(=O)N2C=NC(=C2N=N1)C(=O)N. Drug 2: CN(C(=O)NC(C=O)C(C(C(CO)O)O)O)N=O. Cell line: MOLT-4. Synergy scores: CSS=1.40, Synergy_ZIP=-0.133, Synergy_Bliss=-0.286, Synergy_Loewe=1.54, Synergy_HSA=0.0409. (2) Drug 1: C1=C(C(=O)NC(=O)N1)F. Drug 2: CC1=C(C(=O)C2=C(C1=O)N3CC4C(C3(C2COC(=O)N)OC)N4)N. Cell line: SR. Synergy scores: CSS=70.1, Synergy_ZIP=-4.31, Synergy_Bliss=-7.57, Synergy_Loewe=-6.69, Synergy_HSA=-5.08. (3) Synergy scores: CSS=18.6, Synergy_ZIP=-10.5, Synergy_Bliss=-8.58, Synergy_Loewe=-38.0, Synergy_HSA=-8.18. Drug 2: C1=NC2=C(N1)C(=S)N=CN2. Drug 1: CCCS(=O)(=O)NC1=C(C(=C(C=C1)F)C(=O)C2=CNC3=C2C=C(C=N3)C4=CC=C(C=C4)Cl)F. Cell line: SF-539. (4) Drug 1: CCC(=C(C1=CC=CC=C1)C2=CC=C(C=C2)OCCN(C)C)C3=CC=CC=C3.C(C(=O)O)C(CC(=O)O)(C(=O)O)O. Drug 2: C1CCC(C(C1)N)N.C(=O)(C(=O)[O-])[O-].[Pt+4]. Cell line: A549. Synergy scores: CSS=29.8, Synergy_ZIP=2.04, Synergy_Bliss=5.37, Synergy_Loewe=-14.1, Synergy_HSA=5.66. (5) Drug 1: CN1CCC(CC1)COC2=C(C=C3C(=C2)N=CN=C3NC4=C(C=C(C=C4)Br)F)OC. Drug 2: CN(CCCl)CCCl.Cl. Cell line: M14. Synergy scores: CSS=-2.33, Synergy_ZIP=3.80, Synergy_Bliss=3.70, Synergy_Loewe=0.861, Synergy_HSA=0.252. (6) Drug 1: CN1C(=O)N2C=NC(=C2N=N1)C(=O)N. Drug 2: C1CN(P(=O)(OC1)NCCCl)CCCl. Cell line: SNB-75. Synergy scores: CSS=3.83, Synergy_ZIP=-0.354, Synergy_Bliss=-1.70, Synergy_Loewe=-1.48, Synergy_HSA=-1.63.